This data is from Reaction yield outcomes from USPTO patents with 853,638 reactions. The task is: Predict the reaction yield, written as a fraction of the theoretical maximum amount of product (1.0 means a 100% yield; for example, 0.34 means a 34% yield). (1) The reactants are C([O-])(O)=O.[Na+].[CH:6]1([C:11]([C:13]2[CH:18]=[C:17]([CH3:19])[CH:16]=[CH:15][C:14]=2[NH:20][C:21]([NH:23][C:24]2[S:25][C:26]([CH:29]=O)=[CH:27][N:28]=2)=[O:22])=[O:12])[CH2:10][CH2:9][CH2:8][CH2:7]1.Cl.[NH2:32][OH:33]. The catalyst is C1COCC1. The product is [CH:6]1([C:11]([C:13]2[CH:18]=[C:17]([CH3:19])[CH:16]=[CH:15][C:14]=2[NH:20][C:21]([NH:23][C:24]2[S:25][C:26]([CH:29]=[N:32][OH:33])=[CH:27][N:28]=2)=[O:22])=[O:12])[CH2:7][CH2:8][CH2:9][CH2:10]1. The yield is 0.760. (2) The yield is 0.431. The reactants are CCC(C)[BH-](C(C)CC)C(C)CC.[Li+].[CH3:15][C:16]([S@:19](/[N:21]=[C:22]1/[CH2:23][CH2:24][CH2:25][C:26]2[C:31]/1=[CH:30][CH:29]=[CH:28][C:27]=2[O:32][CH2:33][C:34]([F:37])([F:36])[F:35])=[O:20])([CH3:18])[CH3:17].CO. The product is [CH3:18][C:16]([S@:19]([NH:21][C@@H:22]1[C:31]2[C:26](=[C:27]([O:32][CH2:33][C:34]([F:35])([F:36])[F:37])[CH:28]=[CH:29][CH:30]=2)[CH2:25][CH2:24][CH2:23]1)=[O:20])([CH3:15])[CH3:17]. The catalyst is C1COCC1.[Cl-].[Na+].O. (3) The reactants are Br[C:2]1[CH:3]=[N:4][C:5]2[C:10]([CH:11]=1)=[N:9][CH:8]=[C:7]([O:12][CH2:13][C:14]1[CH:19]=[CH:18][C:17]([F:20])=[C:16]([F:21])[CH:15]=1)[CH:6]=2.FC1C=[C:25]([CH2:30][OH:31])C=CC=1F.BrC1C=[N:35]C2C(C=1)=NC=C(Br)C=2.[H-].[Na+]. The catalyst is CN1C(=O)CCC1.O. The product is [F:21][C:16]1[CH:15]=[C:14]([CH:19]=[CH:18][C:17]=1[F:20])[CH2:13][O:12][C:7]1[CH:6]=[C:5]2[C:10]([CH:11]=[C:2]([CH2:25][C:30]([NH2:35])=[O:31])[CH:3]=[N:4]2)=[N:9][CH:8]=1. The yield is 0.533. (4) The catalyst is O1CCCC1.CN1CCCN(C)C1=O.CN1CCCN(C)C1=O. The product is [CH3:9][O:10][C:11](=[O:23])[C:12]1[CH:17]=[CH:16][C:15]([CH:18]([C:19]([O:21][CH3:22])=[O:20])[CH2:25][CH:26]2[CH2:30][CH2:29][CH2:28][CH2:27]2)=[CH:14][CH:13]=1. The reactants are C([N-]C(C)C)(C)C.[Li+].[CH3:9][O:10][C:11](=[O:23])[C:12]1[CH:17]=[CH:16][C:15]([CH2:18][C:19]([O:21][CH3:22])=[O:20])=[CH:14][CH:13]=1.I[CH2:25][CH:26]1[CH2:30][CH2:29][CH2:28][CH2:27]1. The yield is 0.657. (5) The reactants are [Cl:1][C:2]1[CH:3]=[CH:4][C:5]([CH3:11])=[C:6]([CH:10]=1)[C:7]([OH:9])=[O:8].OS(O)(=O)=O.[N+:17]([O-])([OH:19])=[O:18]. No catalyst specified. The product is [Cl:1][C:2]1[CH:3]=[C:4]([N+:17]([O-:19])=[O:18])[C:5]([CH3:11])=[C:6]([CH:10]=1)[C:7]([OH:9])=[O:8]. The yield is 0.990.